The task is: Predict the reactants needed to synthesize the given product.. This data is from Full USPTO retrosynthesis dataset with 1.9M reactions from patents (1976-2016). (1) Given the product [Cl:1][C:2]1[CH:7]=[CH:6][C:5]([O:8][CH2:9][C@@H:10]([CH3:13])[CH2:11][N:28]2[CH2:29][CH2:30][CH:25]([C:21]3[CH:20]=[C:19]([NH:18][C:16](=[O:17])[CH:15]([CH3:14])[CH3:31])[CH:24]=[CH:23][CH:22]=3)[CH2:26][CH2:27]2)=[CH:4][CH:3]=1, predict the reactants needed to synthesize it. The reactants are: [Cl:1][C:2]1[CH:7]=[CH:6][C:5]([O:8][CH2:9][C@@H:10]([CH3:13])[CH2:11]Cl)=[CH:4][CH:3]=1.[CH3:14][CH:15]([CH3:31])[C:16]([NH:18][C:19]1[CH:24]=[CH:23][CH:22]=[C:21]([CH:25]2[CH2:30][CH2:29][NH:28][CH2:27][CH2:26]2)[CH:20]=1)=[O:17]. (2) The reactants are: [CH2:1]([O:8][C:9]1[CH:14]=[CH:13][N:12]([CH2:15][C:16]([O:18][C:19]([CH3:22])([CH3:21])[CH3:20])=[O:17])[C:11](=[O:23])[CH:10]=1)[C:2]1[CH:7]=[CH:6][CH:5]=[CH:4][CH:3]=1.[CH2:24](Br)[C:25]1[CH:30]=[CH:29][CH:28]=[CH:27][CH:26]=1.C[Si](C)(C)[N-][Si](C)(C)C.[Li+].[Cl-].[NH4+]. Given the product [CH2:1]([O:8][C:9]1[CH:14]=[CH:13][N:12]([CH:15]([CH2:24][C:25]2[CH:30]=[CH:29][CH:28]=[CH:27][CH:26]=2)[C:16]([O:18][C:19]([CH3:20])([CH3:22])[CH3:21])=[O:17])[C:11](=[O:23])[CH:10]=1)[C:2]1[CH:3]=[CH:4][CH:5]=[CH:6][CH:7]=1, predict the reactants needed to synthesize it.